Dataset: Reaction yield outcomes from USPTO patents with 853,638 reactions. Task: Predict the reaction yield, written as a fraction of the theoretical maximum amount of product (1.0 means a 100% yield; for example, 0.34 means a 34% yield). (1) The reactants are [F:1][C:2]1[CH:3]=[N:4][C:5]([NH2:8])=[N:6][CH:7]=1.[H-].[Na+].[Cl:11][C:12]1[C:17]([N+:18]([O-:20])=[O:19])=[C:16](Cl)[CH:15]=[C:14]([CH3:22])[N:13]=1.C(O)C. The catalyst is C1COCC1.CCOC(C)=O.CCCCCC. The product is [Cl:11][C:12]1[C:17]([N+:18]([O-:20])=[O:19])=[C:16]([NH:8][C:5]2[N:6]=[CH:7][C:2]([F:1])=[CH:3][N:4]=2)[CH:15]=[C:14]([CH3:22])[N:13]=1. The yield is 0.630. (2) The reactants are [F:1][C@H:2]1[CH2:6][NH2+:5][C@@H:4]2[C@@H:7]([OH:10])[CH2:8][O:9][C@H:3]12.[Cl-].[Br:12][C:13]1[CH:18]=[CH:17][C:16]([C@H:19]([NH:24][C@@H:25]([CH2:29][CH:30]([CH3:32])[CH3:31])[C:26](O)=[O:27])[C:20]([F:23])([F:22])[F:21])=[CH:15][CH:14]=1.CN(C(ON1N=NC2C=CC=NC1=2)=[N+](C)C)C.F[P-](F)(F)(F)(F)F.C(N(C(C)C)CC)(C)C. The catalyst is CN(C=O)C. The product is [Br:12][C:13]1[CH:14]=[CH:15][C:16]([C@H:19]([NH:24][C@@H:25]([CH2:29][CH:30]([CH3:32])[CH3:31])[C:26]([N:5]2[CH2:6][C@H:2]([F:1])[C@H:3]3[O:9][CH2:8][C@H:7]([OH:10])[C@@H:4]23)=[O:27])[C:20]([F:23])([F:22])[F:21])=[CH:17][CH:18]=1. The yield is 0.530. (3) The reactants are Br[C:2]1[CH:23]=[CH:22][C:5]([C:6]([NH:8][S:9]([C:12]2[CH:17]=[CH:16][CH:15]=[CH:14][C:13]=2[S:18](=[O:21])(=[O:20])[NH2:19])(=[O:11])=[O:10])=[O:7])=[CH:4][C:3]=1[O:24][CH3:25].[CH3:26][C:27]([CH3:40])([CH3:39])[C:28]#[C:29]B(OC(C)C)OC(C)C.C(=O)([O-])[O-].[Na+].[Na+]. The catalyst is CN(C)C=O. The product is [CH3:26][C:27]([CH3:40])([CH3:39])[C:28]#[C:29][C:2]1[CH:23]=[CH:22][C:5]([C:6]([NH:8][S:9]([C:12]2[CH:17]=[CH:16][CH:15]=[CH:14][C:13]=2[S:18](=[O:21])(=[O:20])[NH2:19])(=[O:11])=[O:10])=[O:7])=[CH:4][C:3]=1[O:24][CH3:25]. The yield is 0.0800. (4) The reactants are [Si:1]([O:8][CH:9]1[CH2:14][CH2:13][CH:12]([C:15]([O:17]CC)=O)[CH2:11][CH2:10]1)([C:4]([CH3:7])([CH3:6])[CH3:5])([CH3:3])[CH3:2].Cl.[CH3:21][NH:22][O:23][CH3:24].C([Mg]Cl)(C)C.[Cl-].[NH4+]. The catalyst is C1COCC1.C(OCC)(=O)C. The product is [Si:1]([O:8][CH:9]1[CH2:10][CH2:11][CH:12]([C:15]([N:22]([O:23][CH3:24])[CH3:21])=[O:17])[CH2:13][CH2:14]1)([C:4]([CH3:5])([CH3:6])[CH3:7])([CH3:2])[CH3:3]. The yield is 1.00. (5) The reactants are [CH3:1][C:2]1[N:3]=[C:4]([SH:8])[NH:5][C:6]=1[CH3:7].[CH3:9]CN(C(C)C)C(C)C.[CH3:18][O:19][C:20]1[CH:21]=[CH:22][CH:23]=[C:24]([CH:27]=1)CCl. The catalyst is CN1C(=O)CCC1.O. The product is [CH3:18][O:19][C:20]1[CH:27]=[CH:24][C:23]([CH2:9][S:8][C:4]2[NH:3][C:2]([CH3:1])=[C:6]([CH3:7])[N:5]=2)=[CH:22][CH:21]=1. The yield is 0.810. (6) The reactants are [Cl:1][C:2]1[C:3]2[N:4]([CH:8]=[CH:9][N:10]=2)[CH:5]=[CH:6][N:7]=1.[Br:11]N1C(=O)CCC1=O. The catalyst is C(Cl)Cl. The product is [Br:11][C:8]1[N:4]2[CH:5]=[CH:6][N:7]=[C:2]([Cl:1])[C:3]2=[N:10][CH:9]=1. The yield is 0.960.